From a dataset of Full USPTO retrosynthesis dataset with 1.9M reactions from patents (1976-2016). Predict the reactants needed to synthesize the given product. (1) Given the product [C:1]([N:4]1[CH2:9][CH2:8][C:7]2([CH2:18][C:17](=[N:34][C:33]#[N:32])[C:16]3[C:11](=[CH:12][CH:13]=[C:14]([C:20]4[CH:27]=[CH:26][CH:25]=[C:22]([C:23]#[N:24])[CH:21]=4)[CH:15]=3)[O:10]2)[CH2:6][CH2:5]1)(=[O:3])[CH3:2], predict the reactants needed to synthesize it. The reactants are: [C:1]([N:4]1[CH2:9][CH2:8][C:7]2([CH2:18][C:17](=O)[C:16]3[C:11](=[CH:12][CH:13]=[C:14]([C:20]4[CH:21]=[C:22]([CH:25]=[CH:26][CH:27]=4)[C:23]#[N:24])[CH:15]=3)[O:10]2)[CH2:6][CH2:5]1)(=[O:3])[CH3:2].C[Si]([N:32]=[C:33]=[N:34][Si](C)(C)C)(C)C. (2) Given the product [Br:20][C:21]1[C:22]([C:27]2[NH:31][N:30]=[CH:29][N:28]=2)=[C:23]([NH:26][C:17](=[O:19])[CH2:16][N:3]2[C:4]3[C:9](=[N:8][C:7]([C:12]([F:13])([F:14])[F:15])=[CH:6][CH:5]=3)[CH:10]=[CH:11][C:2]2=[O:1])[S:24][CH:25]=1, predict the reactants needed to synthesize it. The reactants are: [O:1]=[C:2]1[CH:11]=[CH:10][C:9]2[C:4](=[CH:5][CH:6]=[C:7]([C:12]([F:15])([F:14])[F:13])[N:8]=2)[N:3]1[CH2:16][C:17]([OH:19])=O.[Br:20][C:21]1[C:22]([C:27]2[NH:31][N:30]=[CH:29][N:28]=2)=[C:23]([NH2:26])[S:24][CH:25]=1. (3) Given the product [CH3:15][N:4]1[CH2:5][CH2:6][O:1][C:2]2[CH:10]=[CH:9][CH:8]=[CH:7][C:3]1=2, predict the reactants needed to synthesize it. The reactants are: [O:1]1[CH2:6][CH2:5][NH:4][C:3]2[CH:7]=[CH:8][CH:9]=[CH:10][C:2]1=2.[H-].[Na+].IC.[CH3:15]COC(C)=O.